Dataset: Full USPTO retrosynthesis dataset with 1.9M reactions from patents (1976-2016). Task: Predict the reactants needed to synthesize the given product. (1) Given the product [CH3:32][CH:28]1[O:27][C:26]2[C:21]([C:9]3[CH:14]=[CH:13][CH:12]=[CH:11][CH:10]=3)=[CH:22][C:23]([CH:33]=[O:34])=[CH:24][C:25]=2[NH:30][C:29]1=[O:31], predict the reactants needed to synthesize it. The reactants are: P([O-])([O-])([O-])=O.[K+].[K+].[K+].[C:9]1([B-](F)(F)F)[CH:14]=[CH:13][CH:12]=[CH:11][CH:10]=1.[K+].Cl[C:21]1[C:26]2[O:27][CH:28]([CH3:32])[C:29](=[O:31])[NH:30][C:25]=2[CH:24]=[C:23]([CH:33]=[O:34])[CH:22]=1.C1(P(C2CCCCC2)C2C=CC=CC=2C2C(OC(C)C)=CC=CC=2OC(C)C)CCCCC1. (2) Given the product [Br:16][C:7]1[C:8]2[O:12][CH2:11][C:10]([CH3:13])([CH3:14])[C:9]=2[CH:15]=[C:5]([CH2:1][CH:2]([CH3:4])[CH3:3])[CH:6]=1, predict the reactants needed to synthesize it. The reactants are: [CH2:1]([C:5]1[CH:6]=[CH:7][C:8]2[O:12][CH2:11][C:10]([CH3:14])([CH3:13])[C:9]=2[CH:15]=1)[CH:2]([CH3:4])[CH3:3].[Br-:16].[Br-].[Br-].[NH+]1C=CC=CC=1.[NH+]1C=CC=CC=1.[NH+]1C=CC=CC=1.